This data is from Forward reaction prediction with 1.9M reactions from USPTO patents (1976-2016). The task is: Predict the product of the given reaction. (1) Given the reactants [F:1][C:2]1[CH:3]=[C:4]([N:8]=[C:9]=[O:10])[CH:5]=[CH:6][CH:7]=1.C([N:18]1[C@@H]2[C@@](C3C=CC(OC)=C(OC)C=3)(CC[C@@H](N)C2)CC1)C1C=CC=CC=1, predict the reaction product. The product is: [F:1][C:2]1[CH:3]=[C:4]([NH:8][C:9](=[O:10])[NH2:18])[CH:5]=[CH:6][CH:7]=1. (2) Given the reactants Cl[C:2]1[N:3]=[CH:4][C:5]2[CH:11]=[C:10]([C:12]3[CH:17]=[CH:16][C:15]([C:18]4[CH:23]=[N:22][CH:21]=[C:20]([CH3:24])[N:19]=4)=[CH:14][C:13]=3[Cl:25])[C:9](=[O:26])[N:8]([CH2:27][CH3:28])[C:6]=2[N:7]=1.[CH3:29][Si:30]([CH3:37])([CH3:36])[O:31][CH2:32][CH2:33][CH2:34][NH2:35].CCN(CC)CC, predict the reaction product. The product is: [Cl:25][C:13]1[CH:14]=[C:15]([C:18]2[CH:23]=[N:22][CH:21]=[C:20]([CH3:24])[N:19]=2)[CH:16]=[CH:17][C:12]=1[C:10]1[C:9](=[O:26])[N:8]([CH2:27][CH3:28])[C:6]2[N:7]=[C:2]([NH:35][CH2:34][CH2:33][CH2:32][O:31][Si:30]([CH3:37])([CH3:36])[CH3:29])[N:3]=[CH:4][C:5]=2[CH:11]=1. (3) Given the reactants [Br:1][CH:2]([C:6]1[CH:11]=[CH:10][CH:9]=[CH:8][CH:7]=1)[C:3]([OH:5])=O.Cl.C[N:14](C)[CH2:15][CH2:16]CN=C=NCC.C(N)C, predict the reaction product. The product is: [Br:1][CH:2]([C:6]1[CH:11]=[CH:10][CH:9]=[CH:8][CH:7]=1)[C:3]([NH:14][CH2:15][CH3:16])=[O:5].